This data is from Reaction yield outcomes from USPTO patents with 853,638 reactions. The task is: Predict the reaction yield, written as a fraction of the theoretical maximum amount of product (1.0 means a 100% yield; for example, 0.34 means a 34% yield). The product is [CH2:1]([O:3][C:4](=[O:16])[C:5]([CH3:7])([O:8][C:9]1[CH:10]=[CH:11][C:12]([O:15][CH2:38][CH2:37][CH:36]([O:35][C:30]2[CH:29]=[CH:28][C:27]3[C:23]([C:17]4[CH:18]=[CH:19][CH:20]=[CH:21][CH:22]=4)=[N:24][O:25][C:26]=3[C:31]=2[CH2:32][CH2:33][CH3:34])[CH2:44][CH2:45][CH3:46])=[CH:13][CH:14]=1)[CH3:6])[CH3:2]. The reactants are [CH2:1]([O:3][C:4](=[O:16])[C:5]([O:8][C:9]1[CH:14]=[CH:13][C:12]([OH:15])=[CH:11][CH:10]=1)([CH3:7])[CH3:6])[CH3:2].[C:17]1([C:23]2[C:27]3[CH:28]=[CH:29][C:30]([O:35][CH:36]([CH2:44][CH2:45][CH3:46])[CH2:37][CH2:38]OS(C)(=O)=O)=[C:31]([CH2:32][CH2:33][CH3:34])[C:26]=3[O:25][N:24]=2)[CH:22]=[CH:21][CH:20]=[CH:19][CH:18]=1.C([O-])([O-])=O.[Cs+].[Cs+]. The catalyst is CN(C=O)C. The yield is 0.520.